From a dataset of Reaction yield outcomes from USPTO patents with 853,638 reactions. Predict the reaction yield, written as a fraction of the theoretical maximum amount of product (1.0 means a 100% yield; for example, 0.34 means a 34% yield). The reactants are [F:1][C:2]1[CH:3]=[C:4]([CH2:9][C@H:10]([N:23]2[CH2:31][C:30]3[C:25](=[CH:26][CH:27]=[C:28]([C:32]4[N:36]([CH3:37])[N:35]=[CH:34][CH:33]=4)[CH:29]=3)[C:24]2=[O:38])[CH2:11][N:12]2[C:20](=[O:21])[C:19]3[C:14](=[CH:15][CH:16]=[CH:17][CH:18]=3)[C:13]2=[O:22])[CH:5]=[C:6]([F:8])[CH:7]=1.[Br:39]N1C(=O)CCC1=O. The catalyst is O1CCCC1. The product is [Br:39][C:33]1[CH:34]=[N:35][N:36]([CH3:37])[C:32]=1[C:28]1[CH:29]=[C:30]2[C:25](=[CH:26][CH:27]=1)[C:24](=[O:38])[N:23]([C@@H:10]([CH2:9][C:4]1[CH:5]=[C:6]([F:8])[CH:7]=[C:2]([F:1])[CH:3]=1)[CH2:11][N:12]1[C:20](=[O:21])[C:19]3[C:14](=[CH:15][CH:16]=[CH:17][CH:18]=3)[C:13]1=[O:22])[CH2:31]2. The yield is 0.770.